From a dataset of Full USPTO retrosynthesis dataset with 1.9M reactions from patents (1976-2016). Predict the reactants needed to synthesize the given product. (1) Given the product [Cl:22][C:23]1[CH:28]=[CH:27][CH:26]=[CH:25][C:24]=1[C:2]1[C:10]2[C:5](=[CH:6][CH:7]=[C:8]([C:11]([O:13][CH3:14])=[O:12])[CH:9]=2)[N:4]([C:15]2[CH:20]=[CH:19][C:18]([CH3:21])=[CH:17][CH:16]=2)[N:3]=1, predict the reactants needed to synthesize it. The reactants are: Br[C:2]1[C:10]2[C:5](=[CH:6][CH:7]=[C:8]([C:11]([O:13][CH3:14])=[O:12])[CH:9]=2)[N:4]([C:15]2[CH:20]=[CH:19][C:18]([CH3:21])=[CH:17][CH:16]=2)[N:3]=1.[Cl:22][C:23]1[CH:28]=[CH:27][CH:26]=[CH:25][C:24]=1B(O)O.C(=O)([O-])[O-].[Cs+].[Cs+]. (2) The reactants are: [NH3:1].[NH4+].[C:3](=[O:6])([OH:5])[O-:4].[C:7](=[O:10])([O-])[O-:8].C(=O)=O. Given the product [C:3](=[O:4])([OH:6])[O-:5].[C:7](=[O:10])([O-:8])[NH2:1].[NH4+:1], predict the reactants needed to synthesize it. (3) Given the product [N:8]1[CH:9]=[CH:10][CH:11]=[C:6]([CH:4]([OH:5])[CH3:14])[N:7]=1, predict the reactants needed to synthesize it. The reactants are: CON(C)[C:4]([C:6]1[N:7]=[N:8][CH:9]=[CH:10][CH:11]=1)=[O:5].[Li+].[CH3:14][Si]([N-][Si](C)(C)C)(C)C.